Dataset: Full USPTO retrosynthesis dataset with 1.9M reactions from patents (1976-2016). Task: Predict the reactants needed to synthesize the given product. (1) Given the product [CH2:7]([N:14]1[C:22]2[C:17](=[CH:18][CH:19]=[CH:20][CH:21]=2)[CH:16]=[C:15]1[SiH:23]([CH2:26][CH3:27])[CH2:24][CH3:25])[C:8]1[CH:13]=[CH:12][CH:11]=[CH:10][CH:9]=1, predict the reactants needed to synthesize it. The reactants are: CC([O-])(C)C.[K+].[CH2:7]([N:14]1[C:22]2[C:17](=[CH:18][CH:19]=[CH:20][CH:21]=2)[CH:16]=[CH:15]1)[C:8]1[CH:13]=[CH:12][CH:11]=[CH:10][CH:9]=1.[SiH2:23]([CH2:26][CH3:27])[CH2:24][CH3:25]. (2) Given the product [CH3:35][C:34]1[CH:4]=[CH:5][C:6]([S:9]([NH:12][C@H:32]([C:30]([NH:18][CH2:17][CH2:16][CH2:15][CH2:14][C@H:13]([N:12]([S:9]([C:6]2[CH:7]=[CH:8][C:3]([NH2:2])=[CH:4][CH:5]=2)(=[O:11])=[O:10])[CH2:22][CH:23]([CH3:25])[CH3:24])[C:19]([OH:21])=[O:20])=[O:31])[CH2:37][C:33]2[CH:3]=[CH:8][CH:7]=[CH:35][CH:34]=2)(=[O:10])=[O:26])=[CH:37][CH:33]=1, predict the reactants needed to synthesize it. The reactants are: [K+].[NH2:2][C:3]1[CH:8]=[CH:7][C:6]([S:9]([N:12]([CH2:22][CH:23]([CH3:25])[CH3:24])[C@H:13]([C:19]([O-:21])=[O:20])[CH2:14][CH2:15][CH2:16][CH2:17][NH2:18])(=[O:11])=[O:10])=[CH:5][CH:4]=1.[OH2:26].CCO[C:30]([CH3:32])=[O:31].[CH2:33]1[CH2:37]O[CH2:35][CH2:34]1. (3) Given the product [O:29]1[CH2:30][CH2:31][N:26]([C:23]2[C:24]3[S:25][C:17]([CH2:16][N:13]4[CH2:12][CH2:11][NH:10][CH2:15][CH2:14]4)=[CH:18][C:19]=3[N:20]=[C:21]([C:37]3[CH:38]=[CH:39][C:34]([NH2:33])=[N:35][CH:36]=3)[N:22]=2)[CH2:27][CH2:28]1, predict the reactants needed to synthesize it. The reactants are: C1(S([N:10]2[CH2:15][CH2:14][N:13]([CH2:16][C:17]3[S:25][C:24]4[C:23]([N:26]5[CH2:31][CH2:30][O:29][CH2:28][CH2:27]5)=[N:22][C:21](Cl)=[N:20][C:19]=4[CH:18]=3)[CH2:12][CH2:11]2)(=O)=O)C=CC=CC=1.[NH2:33][C:34]1[CH:39]=[CH:38][C:37](B2OC(C)(C)C(C)(C)O2)=[CH:36][N:35]=1. (4) Given the product [NH2:41][CH2:2][C@H:1]([N:32]1[CH:33]=[CH:34][C:30]([C:27]2[CH:26]=[CH:25][C:22]([C:23]#[N:24])=[C:21]([Cl:20])[C:28]=2[CH3:29])=[N:31]1)[CH3:6], predict the reactants needed to synthesize it. The reactants are: [C:1]1(P(C2C=CC=CC=2)C2C=CC=CC=2)[CH:6]=CC=C[CH:2]=1.[Cl:20][C:21]1[C:28]([CH3:29])=[C:27]([C:30]2[CH:34]=[CH:33][NH:32][N:31]=2)[CH:26]=[CH:25][C:22]=1[C:23]#[N:24].CC(OC(/[N:41]=N/C(OC(C)C)=O)=O)C.Cl.